From a dataset of Reaction yield outcomes from USPTO patents with 853,638 reactions. Predict the reaction yield, written as a fraction of the theoretical maximum amount of product (1.0 means a 100% yield; for example, 0.34 means a 34% yield). (1) The reactants are [Si:1]([O:8][CH2:9][CH2:10][C:11]1[CH:16]=[CH:15][C:14]([N+:17]([O-])=O)=[CH:13][N:12]=1)([C:4]([CH3:7])([CH3:6])[CH3:5])([CH3:3])[CH3:2]. The catalyst is CO.[Pd]. The product is [Si:1]([O:8][CH2:9][CH2:10][C:11]1[N:12]=[CH:13][C:14]([NH2:17])=[CH:15][CH:16]=1)([C:4]([CH3:6])([CH3:7])[CH3:5])([CH3:3])[CH3:2]. The yield is 0.710. (2) The reactants are [C:1]1([C@@H:7]([NH:19][C:20]2[CH:25]=[CH:24][CH:23]=[CH:22][CH:21]=2)[C:8]([O:10][C@@H:11]2[CH:16]3[CH2:17][CH2:18][N:13]([CH2:14][CH2:15]3)[CH2:12]2)=[O:9])[CH:6]=[CH:5][CH:4]=[CH:3][CH:2]=1.[Br:26][CH2:27][C:28]([C:30]1[CH:35]=[CH:34][C:33]([F:36])=[C:32]([Cl:37])[CH:31]=1)=[O:29]. The catalyst is CCOC(C)=O. The product is [Br-:26].[Cl:37][C:32]1[CH:31]=[C:30]([C:28](=[O:29])[CH2:27][N+:13]23[CH2:14][CH2:15][CH:16]([CH2:17][CH2:18]2)[C@@H:11]([O:10][C:8](=[O:9])[C@@H:7]([C:1]2[CH:2]=[CH:3][CH:4]=[CH:5][CH:6]=2)[NH:19][C:20]2[CH:25]=[CH:24][CH:23]=[CH:22][CH:21]=2)[CH2:12]3)[CH:35]=[CH:34][C:33]=1[F:36]. The yield is 0.920. (3) The reactants are Cl.[OH:2][C:3]([CH3:20])([CH3:19])[CH2:4][N:5]1[CH:9]=[CH:8][C:7]([NH:10][C:11](=[O:18])[C@@H:12]([NH2:17])[CH2:13][CH:14]([CH3:16])[CH3:15])=[N:6]1.C(N(CC)C(C)C)(C)C.CC1(C)O[C@H](CN2C=CC(NC(=O)[C@@H](N3[CH2:53][C:52]([O:54][C:55]4[C:60]([F:61])=[CH:59][CH:58]=[C:57]([O:62][CH2:63][CH3:64])[C:56]=4[F:65])=[CH:51][C:50]3=[O:66])CC(C)C)=N2)CO1. The catalyst is C(#N)C. The product is [OH:2][C:3]([CH3:20])([CH3:19])[CH2:4][N:5]1[CH:9]=[CH:8][C:7]([NH:10][C:11](=[O:18])[C@@H:12]([N:17]2[CH2:53][C:52]([O:54][C:55]3[C:60]([F:61])=[CH:59][CH:58]=[C:57]([O:62][CH2:63][CH3:64])[C:56]=3[F:65])=[CH:51][C:50]2=[O:66])[CH2:13][CH:14]([CH3:15])[CH3:16])=[N:6]1. The yield is 0.160. (4) The reactants are [Cl:1][C:2]1[N:7]=[C:6](Cl)[CH:5]=[CH:4][N:3]=1.[C:9]([C:11]1[CH:12]=[CH:13][C:14]([F:24])=[C:15]([NH:17][C:18](=[O:23])[C:19]([F:22])([F:21])[F:20])[CH:16]=1)#[CH:10]. The catalyst is C1COCC1.Cl[Pd](Cl)([P](C1C=CC=CC=1)(C1C=CC=CC=1)C1C=CC=CC=1)[P](C1C=CC=CC=1)(C1C=CC=CC=1)C1C=CC=CC=1.[Cu]I. The product is [Cl:1][C:2]1[N:7]=[C:6]([C:10]#[C:9][C:11]2[CH:12]=[CH:13][C:14]([F:24])=[C:15]([NH:17][C:18](=[O:23])[C:19]([F:20])([F:21])[F:22])[CH:16]=2)[CH:5]=[CH:4][N:3]=1. The yield is 0.780. (5) The reactants are ClC(Cl)(Cl)[C:3]([C:5]1[N:6]([CH2:10][C:11](=[O:22])[C:12]2[CH:17]=[CH:16][C:15]([C:18]([F:21])([F:20])[F:19])=[CH:14][N:13]=2)[CH:7]=[CH:8][CH:9]=1)=[O:4].[OH-:25].[Na+].Cl.[CH3:28]O. The catalyst is O. The product is [O:22]=[C:11]([C:12]1[CH:17]=[CH:16][C:15]([C:18]([F:21])([F:20])[F:19])=[CH:14][N:13]=1)[CH2:10][N:6]1[CH:7]=[CH:8][CH:9]=[C:5]1[C:3]([O:4][CH3:28])=[O:25]. The yield is 1.00. (6) The reactants are [F:1][C:2]1[CH:3]=[C:4]([CH:8]=[CH:9][C:10]=1[N+:11]([O-:13])=[O:12])[CH:5]=[N:6][OH:7].OC1C(OS(C2C=CC(C)=CC=2)(=O)=O)=C(I)C=CC=1.[C:33]([O:37][CH2:38][CH3:39])(=[O:36])[C:34]#[CH:35]. The catalyst is C(#N)C.C(OCC)(=O)C. The product is [CH2:38]([O:37][C:33]([C:34]1[O:7][N:6]=[C:5]([C:4]2[CH:8]=[CH:9][C:10]([N+:11]([O-:13])=[O:12])=[C:2]([F:1])[CH:3]=2)[CH:35]=1)=[O:36])[CH3:39]. The yield is 0.740.